Dataset: Full USPTO retrosynthesis dataset with 1.9M reactions from patents (1976-2016). Task: Predict the reactants needed to synthesize the given product. Given the product [Br:15][CH:9]([C:4]1[CH:5]=[CH:6][C:7]([F:8])=[C:2]([F:1])[CH:3]=1)[C:10]([O:12][CH2:13][CH3:14])=[O:11], predict the reactants needed to synthesize it. The reactants are: [F:1][C:2]1[CH:3]=[C:4]([CH2:9][C:10]([O:12][CH2:13][CH3:14])=[O:11])[CH:5]=[CH:6][C:7]=1[F:8].[Br:15]N1C(=O)CCC1=O.N(C(C)(C)C#N)=NC(C)(C)C#N.